Predict the reactants needed to synthesize the given product. From a dataset of Full USPTO retrosynthesis dataset with 1.9M reactions from patents (1976-2016). (1) Given the product [NH:46]1[C:54]2[C:49](=[C:50]([C:55]3[CH:63]=[C:62]4[C:58]([CH:59]=[N:60][NH:61]4)=[C:57]([NH:64][C:6](=[O:8])[C:5]4[CH:9]=[CH:10][C:2]([CH3:1])=[CH:3][C:4]=4[O:11][CH3:12])[CH:56]=3)[CH:51]=[CH:52][CH:53]=2)[CH:48]=[CH:47]1, predict the reactants needed to synthesize it. The reactants are: [CH3:1][C:2]1[CH:10]=[CH:9][C:5]([C:6]([OH:8])=O)=[C:4]([O:11][CH3:12])[CH:3]=1.CN(C(ON1N=NC2C=CC=NC1=2)=[N+](C)C)C.F[P-](F)(F)(F)(F)F.CCN(C(C)C)C(C)C.[NH:46]1[C:54]2[C:49](=[C:50]([C:55]3[CH:56]=[C:57]([NH2:64])[C:58]4[CH:59]=[N:60][NH:61][C:62]=4[CH:63]=3)[CH:51]=[CH:52][CH:53]=2)[CH:48]=[CH:47]1. (2) Given the product [C:10]([Si:7]([CH3:9])([CH3:8])[O:6][C:5]1[CH:14]=[CH:15][C:2]([B:27]([OH:32])[OH:28])=[CH:3][C:4]=1[CH:16]1[CH2:21][CH2:20][CH2:19][CH2:18][CH2:17]1)([CH3:13])([CH3:12])[CH3:11], predict the reactants needed to synthesize it. The reactants are: Br[C:2]1[CH:15]=[CH:14][C:5]([O:6][Si:7]([C:10]([CH3:13])([CH3:12])[CH3:11])([CH3:9])[CH3:8])=[C:4]([CH:16]2[CH2:21][CH2:20][CH2:19][CH2:18][CH2:17]2)[CH:3]=1.C([Li])CCC.[B:27](OC(C)C)([O:32]C(C)C)[O:28]C(C)C.